This data is from Catalyst prediction with 721,799 reactions and 888 catalyst types from USPTO. The task is: Predict which catalyst facilitates the given reaction. (1) Reactant: [N+:1]([C:4]1[CH:12]=[C:11]2[C:7]([CH:8]=[N:9][N:10]2[C:13]([C:26]2[CH:31]=[CH:30][CH:29]=[CH:28][CH:27]=2)([C:20]2[CH:25]=[CH:24][CH:23]=[CH:22][CH:21]=2)[C:14]2[CH:19]=[CH:18][CH:17]=[CH:16][CH:15]=2)=[CH:6][C:5]=1[CH:32]=[CH2:33])([O-:3])=[O:2].[OH-:34].[Na+].OO.O. Product: [N+:1]([C:4]1[CH:12]=[C:11]2[C:7]([CH:8]=[N:9][N:10]2[C:13]([C:14]2[CH:15]=[CH:16][CH:17]=[CH:18][CH:19]=2)([C:20]2[CH:21]=[CH:22][CH:23]=[CH:24][CH:25]=2)[C:26]2[CH:31]=[CH:30][CH:29]=[CH:28][CH:27]=2)=[CH:6][C:5]=1[CH2:32][CH2:33][OH:34])([O-:3])=[O:2]. The catalyst class is: 1. (2) Reactant: [CH3:1][O:2][C:3]1[CH:4]=[C:5]2[C:9](=[CH:10][CH:11]=1)[N:8]([CH3:12])[CH:7]=[C:6]2[C:13]1[N:22]([CH2:23][O:24][CH2:25][CH2:26][Si:27]([CH3:30])([CH3:29])[CH3:28])[C:16]2=[N:17][CH:18]=[C:19]([NH2:21])[N:20]=[C:15]2[CH:14]=1.Cl[CH2:32][CH:33]=O. Product: [CH3:1][O:2][C:3]1[CH:4]=[C:5]2[C:9](=[CH:10][CH:11]=1)[N:8]([CH3:12])[CH:7]=[C:6]2[C:13]1[N:22]([CH2:23][O:24][CH2:25][CH2:26][Si:27]([CH3:29])([CH3:28])[CH3:30])[C:16]2[N:17]=[CH:18][C:19]3[N:20]([CH:32]=[CH:33][N:21]=3)[C:15]=2[CH:14]=1. The catalyst class is: 14. (3) Reactant: [C:1]([O:5][C:6]([NH:8][CH2:9][C@H:10]1[CH2:15][CH2:14][C@H:13]([C:16]([OH:18])=O)[CH2:12][CH2:11]1)=[O:7])([CH3:4])([CH3:3])[CH3:2].Cl.[CH3:20][NH:21][O:22][CH3:23].CN1CCOCC1.CCN=C=NCCCN(C)C.C1C=CC2N(O)N=NC=2C=1. Product: [C:1]([O:5][C:6](=[O:7])[NH:8][CH2:9][C@H:10]1[CH2:11][CH2:12][C@H:13]([C:16](=[O:18])[N:21]([O:22][CH3:23])[CH3:20])[CH2:14][CH2:15]1)([CH3:2])([CH3:3])[CH3:4]. The catalyst class is: 2. (4) Reactant: [NH:1]1[C:9]2[C:4](=[CH:5][CH:6]=[CH:7][CH:8]=2)[C:3]([CH:10]2[CH2:15][CH2:14][N:13]([C:16]([O:18][C:19]([CH3:22])([CH3:21])[CH3:20])=[O:17])[CH2:12][CH2:11]2)=[CH:2]1.[H-].[Na+].[CH3:25]I. Product: [CH3:25][N:1]1[C:9]2[C:4](=[CH:5][CH:6]=[CH:7][CH:8]=2)[C:3]([CH:10]2[CH2:15][CH2:14][N:13]([C:16]([O:18][C:19]([CH3:22])([CH3:21])[CH3:20])=[O:17])[CH2:12][CH2:11]2)=[CH:2]1. The catalyst class is: 9. (5) Reactant: [CH2:1]([OH:4])[CH2:2][OH:3].[CH3:5][CH:6]1[CH:11]([S:12]([C:15]2[CH:20]=[CH:19][CH:18]=[CH:17][CH:16]=2)(=[O:14])=[O:13])[CH2:10][CH2:9][CH2:8][C:7]1=O.C(=O)(O)[O-].[Na+]. Product: [CH2:2]1[CH2:1][O:4][C:7]2([CH2:8][CH2:9][CH2:10][CH:11]([S:12]([C:15]3[CH:20]=[CH:19][CH:18]=[CH:17][CH:16]=3)(=[O:13])=[O:14])[CH:6]2[CH3:5])[O:3]1. The catalyst class is: 48. (6) Reactant: [CH:1]1([N:5]2[CH2:11][CH2:10][C:9]3[CH:12]=[C:13]([O:16][CH:17]4[CH2:22][CH2:21][NH:20][CH2:19][CH2:18]4)[CH:14]=[CH:15][C:8]=3[CH2:7][CH2:6]2)[CH2:4][CH2:3][CH2:2]1.CCN(CC1C=CC=CC=1)CC.C=CC1C=CC=CC=1.C=CC1C=CC(C=C)=CC=1.[CH3:53][S:54](Cl)(=[O:56])=[O:55]. Product: [CH:1]1([N:5]2[CH2:11][CH2:10][C:9]3[CH:12]=[C:13]([O:16][CH:17]4[CH2:22][CH2:21][N:20]([S:54]([CH3:53])(=[O:56])=[O:55])[CH2:19][CH2:18]4)[CH:14]=[CH:15][C:8]=3[CH2:7][CH2:6]2)[CH2:2][CH2:3][CH2:4]1. The catalyst class is: 4.